From a dataset of Forward reaction prediction with 1.9M reactions from USPTO patents (1976-2016). Predict the product of the given reaction. (1) Given the reactants [C:1]([O:5][C:6]([NH:8][C@H:9]([CH3:33])[C:10]([NH:12][C@@H:13]([CH2:24][C:25]1[CH:30]=[CH:29][C:28]([O:31][CH3:32])=[CH:27][CH:26]=1)[C:14]([O:16]CC1C=CC=CC=1)=[O:15])=[O:11])=[O:7])([CH3:4])([CH3:3])[CH3:2], predict the reaction product. The product is: [C:1]([O:5][C:6]([NH:8][C@H:9]([CH3:33])[C:10]([NH:12][C@@H:13]([CH2:24][C:25]1[CH:30]=[CH:29][C:28]([O:31][CH3:32])=[CH:27][CH:26]=1)[C:14]([OH:16])=[O:15])=[O:11])=[O:7])([CH3:3])([CH3:4])[CH3:2]. (2) Given the reactants Cl[C:2]1[C:11]2[C:6](=[CH:7][C:8]([CH3:12])=[CH:9][CH:10]=2)[N:5]=[C:4]([C:13]2[CH:18]=[CH:17][CH:16]=[CH:15][C:14]=2[OH:19])[N:3]=1.C(N(CC)CC)C.[NH:27]1[CH2:32][CH2:31][CH2:30][CH:29]([C:33]([OH:35])=[O:34])[CH2:28]1.C(O)(C(F)(F)F)=O, predict the reaction product. The product is: [OH:19][C:14]1[CH:15]=[CH:16][CH:17]=[CH:18][C:13]=1[C:4]1[N:3]=[C:2]([N:27]2[CH2:32][CH2:31][CH2:30][CH:29]([C:33]([OH:35])=[O:34])[CH2:28]2)[C:11]2[C:6](=[CH:7][C:8]([CH3:12])=[CH:9][CH:10]=2)[N:5]=1. (3) Given the reactants [C:1](=[O:4])([O-])[O-].[Na+].[Na+].S(OC)(OC)(=O)=O.[F:14][C:15]1[CH:20]=[C:19]([CH3:21])[CH:18]=[C:17]([N+:22]([O-:24])=[O:23])[C:16]=1O, predict the reaction product. The product is: [F:14][C:15]1[CH:20]=[C:19]([CH3:21])[CH:18]=[C:17]([N+:22]([O-:24])=[O:23])[C:16]=1[O:4][CH3:1].